Dataset: Catalyst prediction with 721,799 reactions and 888 catalyst types from USPTO. Task: Predict which catalyst facilitates the given reaction. (1) Reactant: [Br:1][C:2]1[CH:11]=[C:10]2[C:5]([CH:6]=[CH:7][C:8](=[O:12])[NH:9]2)=[N:4][CH:3]=1.[H-].[Na+].Cl[CH2:16][C:17]1[CH:22]=[CH:21][C:20]([O:23][CH3:24])=[CH:19][CH:18]=1. Product: [CH3:24][O:23][C:20]1[CH:21]=[CH:22][C:17]([CH2:16][N:9]2[C:10]3[C:5](=[N:4][CH:3]=[C:2]([Br:1])[CH:11]=3)[CH:6]=[CH:7][C:8]2=[O:12])=[CH:18][CH:19]=1. The catalyst class is: 3. (2) Reactant: Br[C:2]1[C:11]2[C:6](=[CH:7][C:8]([S:12]([N:15]([C:25]3[CH:29]=[CH:28][O:27][N:26]=3)[CH2:16][C:17]3[CH:22]=[CH:21][C:20]([O:23][CH3:24])=[CH:19][CH:18]=3)(=[O:14])=[O:13])=[CH:9][CH:10]=2)[C:5](=[O:30])[N:4]([CH3:31])[CH:3]=1.[Cl:32][C:33]1[CH:38]=[C:37](B(O)O)[C:36]([O:42][CH3:43])=[CH:35][C:34]=1[C:44]1[CH:49]=[CH:48][CH:47]=[C:46]([F:50])[CH:45]=1.C(=O)([O-])[O-].[K+].[K+]. Product: [Cl:32][C:33]1[CH:38]=[C:37]([C:2]2[C:11]3[C:6](=[CH:7][C:8]([S:12]([N:15]([C:25]4[CH:29]=[CH:28][O:27][N:26]=4)[CH2:16][C:17]4[CH:22]=[CH:21][C:20]([O:23][CH3:24])=[CH:19][CH:18]=4)(=[O:14])=[O:13])=[CH:9][CH:10]=3)[C:5](=[O:30])[N:4]([CH3:31])[CH:3]=2)[C:36]([O:42][CH3:43])=[CH:35][C:34]=1[C:44]1[CH:49]=[CH:48][CH:47]=[C:46]([F:50])[CH:45]=1. The catalyst class is: 73. (3) Reactant: [CH2:1]([O:3][C:4](=[O:17])[CH2:5][NH:6][C:7]1[CH:8]=[CH:9][CH:10]=[C:11]2[C:16]=1[CH2:15][NH:14][CH2:13][CH2:12]2)[CH3:2].[C:18]([O:22][C:23](O[C:23]([O:22][C:18]([CH3:21])([CH3:20])[CH3:19])=[O:24])=[O:24])([CH3:21])([CH3:20])[CH3:19]. Product: [C:18]([O:22][C:23]([N:14]1[CH2:13][CH2:12][C:11]2[C:16](=[C:7]([NH:6][CH2:5][C:4]([O:3][CH2:1][CH3:2])=[O:17])[CH:8]=[CH:9][CH:10]=2)[CH2:15]1)=[O:24])([CH3:21])([CH3:20])[CH3:19]. The catalyst class is: 2. (4) Reactant: [C:1](O[C:1](=[O:4])[CH2:2][CH3:3])(=[O:4])[CH2:2][CH3:3].[NH2:10][CH2:11][C@H:12]1[O:16][C:15](=[O:17])[N:14]([C:18]2[CH:19]=[C:20]3[C:24](=[C:25]([F:27])[CH:26]=2)[N:23]([CH2:28][CH2:29][F:30])[C:22](=[O:31])[CH2:21]3)[CH2:13]1.C(N(C(C)C)CC)(C)C. Product: [F:27][C:25]1[CH:26]=[C:18]([N:14]2[CH2:13][C@H:12]([CH2:11][NH:10][C:1](=[O:4])[CH2:2][CH3:3])[O:16][C:15]2=[O:17])[CH:19]=[C:20]2[C:24]=1[N:23]([CH2:28][CH2:29][F:30])[C:22](=[O:31])[CH2:21]2. The catalyst class is: 4. (5) Reactant: [NH2:1][C:2]1[CH:3]=[CH:4][C:5]2[S:10][CH2:9][C:8](=[O:11])[NH:7][C:6]=2[CH:12]=1.[CH2:13]([C@@H:15]1[O:17][CH2:16]1)[Cl:14]. Product: [Cl:14][CH2:13][C@H:15]([OH:17])[CH2:16][NH:1][C:2]1[CH:3]=[CH:4][C:5]2[S:10][CH2:9][C:8](=[O:11])[NH:7][C:6]=2[CH:12]=1. The catalyst class is: 88. (6) Reactant: [NH2:1][C:2]1[CH:3]=[N:4][C:5]2[C:10]([C:11]=1[OH:12])=[CH:9][CH:8]=[CH:7][CH:6]=2.Cl[CH2:14][C:15](Cl)=[O:16].C(=O)([O-])[O-].[K+].[K+]. Product: [NH:1]1[C:2]2[CH:3]=[N:4][C:5]3[C:10](=[CH:9][CH:8]=[CH:7][CH:6]=3)[C:11]=2[O:12][CH2:14][C:15]1=[O:16]. The catalyst class is: 9. (7) The catalyst class is: 5. Product: [O:7]1[CH2:11][CH2:10][CH:9]([CH2:12][NH:13][C:14]([C:16]2[C:20]([C:21]#[CH:22])=[C:19]([CH2:27][O:28][CH2:29][C:30]3[CH:35]=[CH:34][CH:33]=[CH:32][C:31]=3[F:36])[O:18][N:17]=2)=[O:15])[CH2:8]1. Reactant: C(=O)([O-])[O-].[K+].[K+].[O:7]1[CH2:11][CH2:10][CH:9]([CH2:12][NH:13][C:14]([C:16]2[C:20]([C:21]#[C:22][Si](C)(C)C)=[C:19]([CH2:27][O:28][CH2:29][C:30]3[CH:35]=[CH:34][CH:33]=[CH:32][C:31]=3[F:36])[O:18][N:17]=2)=[O:15])[CH2:8]1.Cl.